This data is from Catalyst prediction with 721,799 reactions and 888 catalyst types from USPTO. The task is: Predict which catalyst facilitates the given reaction. (1) Reactant: [CH:1]1([NH2:6])[CH2:5][CH2:4][CH2:3][CH2:2]1.[C:7](#[N:10])[CH:8]=[CH2:9]. Product: [CH:1]1([NH:6][CH2:9][CH2:8][C:7]#[N:10])[CH2:5][CH2:4][CH2:3][CH2:2]1. The catalyst class is: 5. (2) Reactant: [NH2:1][C:2]1[CH:7]=[C:6]([CH:8]([OH:10])[CH3:9])[CH:5]=[CH:4][N:3]=1.[H-].[Na+].F[C:14]1[C:23]2[C:18](=[CH:19][CH:20]=[CH:21][CH:22]=2)[C:17]([N+:24]([O-:26])=[O:25])=[CH:16][CH:15]=1. Product: [N+:24]([C:17]1[C:18]2[C:23](=[CH:22][CH:21]=[CH:20][CH:19]=2)[C:14]([O:10][CH:8]([C:6]2[CH:5]=[CH:4][N:3]=[C:2]([NH2:1])[CH:7]=2)[CH3:9])=[CH:15][CH:16]=1)([O-:26])=[O:25]. The catalyst class is: 3. (3) Reactant: [N+:1]([C:4]1[CH:5]=[N:6][N:7]([CH:9]2[CH2:14][CH2:13][NH:12][CH2:11][CH2:10]2)[CH:8]=1)([O-:3])=[O:2].C(O[C:18]1(O[Si](C)(C)C)[CH2:20][CH2:19]1)C.C(O)(=O)C.C([BH3-])#N.[Na+]. Product: [CH:18]1([N:12]2[CH2:13][CH2:14][CH:9]([N:7]3[CH:8]=[C:4]([N+:1]([O-:3])=[O:2])[CH:5]=[N:6]3)[CH2:10][CH2:11]2)[CH2:20][CH2:19]1. The catalyst class is: 5. (4) Reactant: Br[CH2:2][C:3]([C:5]1[CH:10]=[CH:9][CH:8]=[C:7]([OH:11])[CH:6]=1)=O.[NH2:12][C:13]1[CH:18]=[CH:17][C:16]([I:19])=[CH:15][N:14]=1. Product: [OH:11][C:7]1[CH:6]=[C:5]([C:3]2[N:12]=[C:13]3[CH:18]=[CH:17][C:16]([I:19])=[CH:15][N:14]3[CH:2]=2)[CH:10]=[CH:9][CH:8]=1. The catalyst class is: 10. (5) Reactant: Cl[CH2:2][C:3]1[CH:8]=[CH:7][CH:6]=[C:5]([N+:9]([O-:11])=[O:10])[CH:4]=1.[CH3:12][S-:13].[Na+]. Product: [CH3:12][S:13][CH2:2][C:3]1[CH:8]=[CH:7][CH:6]=[C:5]([N+:9]([O-:11])=[O:10])[CH:4]=1. The catalyst class is: 8. (6) Reactant: [N+:1]([C:4]1[CH:13]=[CH:12][CH:11]=[C:10]2[C:5]=1[N:6]=[CH:7][CH:8]=[N:9]2)([O-])=O.O. Product: [NH2:1][C:4]1[CH:13]=[CH:12][CH:11]=[C:10]2[C:5]=1[N:6]=[CH:7][CH:8]=[N:9]2. The catalyst class is: 409.